From a dataset of Reaction yield outcomes from USPTO patents with 853,638 reactions. Predict the reaction yield, written as a fraction of the theoretical maximum amount of product (1.0 means a 100% yield; for example, 0.34 means a 34% yield). (1) The reactants are [S:1]([N:11]1[C:15]2=[N:16][CH:17]=[C:18]([CH:20]=[O:21])[N:19]=[C:14]2[CH:13]=[CH:12]1)([C:4]1[CH:10]=[CH:9][C:7]([CH3:8])=[CH:6][CH:5]=1)(=[O:3])=[O:2].Br[CH2:23][CH:24]=[CH2:25].[In].Cl. The catalyst is C1COCC1.O.CCOC(C)=O. The product is [S:1]([N:11]1[C:15]2=[N:16][CH:17]=[C:18]([CH:20]([OH:21])[CH2:25][CH:24]=[CH2:23])[N:19]=[C:14]2[CH:13]=[CH:12]1)([C:4]1[CH:5]=[CH:6][C:7]([CH3:8])=[CH:9][CH:10]=1)(=[O:2])=[O:3]. The yield is 0.690. (2) The reactants are C1C=CC2N(O)N=NC=2C=1.CCN(C(C)C)C(C)C.[C:20]1([C:33]2[CH:38]=[CH:37][CH:36]=[CH:35][CH:34]=2)[CH:25]=[CH:24][C:23]([NH:26][C:27](=[O:32])[CH2:28][C:29]([OH:31])=O)=[CH:22][CH:21]=1.CCN=C=NCCCN(C)C.Cl.Cl.[Cl:52][C:53]1[CH:58]=[CH:57][C:56]([Cl:59])=[CH:55][C:54]=1[C:60]([N:62]1[CH2:67][CH2:66][NH:65][CH2:64][CH2:63]1)=[O:61]. The catalyst is CN(C=O)C.O. The product is [C:20]1([C:33]2[CH:38]=[CH:37][CH:36]=[CH:35][CH:34]=2)[CH:21]=[CH:22][C:23]([NH:26][C:27](=[O:32])[CH2:28][C:29]([N:65]2[CH2:66][CH2:67][N:62]([C:60](=[O:61])[C:54]3[CH:55]=[C:56]([Cl:59])[CH:57]=[CH:58][C:53]=3[Cl:52])[CH2:63][CH2:64]2)=[O:31])=[CH:24][CH:25]=1. The yield is 0.410. (3) The reactants are Br[C:2]1[C:11]2[C:6](=[CH:7][CH:8]=[CH:9][CH:10]=2)[C:5]([Br:12])=[CH:4][CH:3]=1.[Li]CCCC.CN([CH:21]=[O:22])C. The catalyst is CCOCC. The product is [Br:12][C:5]1[C:6]2[C:11](=[CH:10][CH:9]=[CH:8][CH:7]=2)[C:2]([CH:21]=[O:22])=[CH:3][CH:4]=1. The yield is 0.620.